The task is: Predict the reaction yield, written as a fraction of the theoretical maximum amount of product (1.0 means a 100% yield; for example, 0.34 means a 34% yield).. This data is from Reaction yield outcomes from USPTO patents with 853,638 reactions. (1) The reactants are Cl.[F:2][C:3]([F:29])([F:28])[C:4]1[CH:5]=[C:6]([CH:21]=[C:22]([C:24]([F:27])([F:26])[F:25])[CH:23]=1)[CH2:7][O:8][C@H:9]1[CH2:14][CH2:13][NH:12][CH2:11][C@H:10]1[C:15]1[CH:20]=[CH:19][CH:18]=[CH:17][CH:16]=1.[CH3:30][O:31][C:32]1[CH:39]=[CH:38][C:37]([O:40][CH3:41])=[CH:36][C:33]=1[CH2:34]O. No catalyst specified. The product is [F:29][C:3]([F:2])([F:28])[C:4]1[CH:5]=[C:6]([CH:21]=[C:22]([C:24]([F:27])([F:25])[F:26])[CH:23]=1)[CH2:7][O:8][C@H:9]1[CH2:14][CH2:13][N:12]([CH2:34][C:33]2[CH:36]=[C:37]([O:40][CH3:41])[CH:38]=[CH:39][C:32]=2[O:31][CH3:30])[CH2:11][C@H:10]1[C:15]1[CH:16]=[CH:17][CH:18]=[CH:19][CH:20]=1. The yield is 0.230. (2) The reactants are [CH:1]1([CH2:4][N:5]2[C:9]3[CH:10]=[CH:11][C:12]([C:14]([OH:16])=O)=[CH:13][C:8]=3[N:7]=[C:6]2[CH2:17][C:18]2[CH:23]=[CH:22][C:21]([O:24][CH2:25][CH3:26])=[CH:20][CH:19]=2)[CH2:3][CH2:2]1.CN(C(ON1N=N[C:37]2[CH:38]=[CH:39][CH:40]=[N:41][C:36]1=2)=[N+](C)C)C.F[P-](F)(F)(F)(F)F.[CH3:51][CH2:52]N(C(C)C)C(C)C.C1(CN)CCCCC1.Cl. The catalyst is CN(C=O)C.CCOC(C)=O.C(OCC)C. The product is [CH:40]1([N:41]([CH3:36])[C:14]([C:12]2[CH:11]=[CH:10][C:9]3[N:5]([CH2:4][CH:1]4[CH2:3][CH2:2]4)[C:6]([CH2:17][C:18]4[CH:19]=[CH:20][C:21]([O:24][CH2:25][CH3:26])=[CH:22][CH:23]=4)=[N:7][C:8]=3[CH:13]=2)=[O:16])[CH2:39][CH2:38][CH2:37][CH2:52][CH2:51]1. The yield is 0.780. (3) The reactants are [Cl:1][C:2]1[N:10]=[C:9]2[C:5]([N:6]=[CH:7][NH:8]2)=[C:4]([N:11]2[CH2:16][CH2:15][O:14][CH2:13][C@H:12]2[CH3:17])[N:3]=1.CI.[C:20]([O-])([O-])=O.[K+].[K+]. The catalyst is C1COCC1. The product is [Cl:1][C:2]1[N:10]=[C:9]2[C:5]([N:6]=[CH:7][N:8]2[CH3:20])=[C:4]([N:11]2[CH2:16][CH2:15][O:14][CH2:13][C@H:12]2[CH3:17])[N:3]=1. The yield is 0.830. (4) The reactants are [CH3:1][C@H:2]1[CH2:7][CH2:6][C@H:5]([C:8]([N:10]([CH2:26][C:27]([N:29]2[CH2:34][CH2:33][O:32][CH2:31][CH2:30]2)=[O:28])[C:11]2[CH:15]=[C:14]([C:16]#[C:17][CH2:18][CH:19]([CH3:21])[CH3:20])[S:13][C:12]=2[C:22]([O:24]C)=[O:23])=[O:9])[CH2:4][CH2:3]1.O[Li].O.Cl. The catalyst is C1COCC1.O. The product is [CH3:1][C@H:2]1[CH2:3][CH2:4][C@H:5]([C:8]([N:10]([CH2:26][C:27]([N:29]2[CH2:30][CH2:31][O:32][CH2:33][CH2:34]2)=[O:28])[C:11]2[CH:15]=[C:14]([C:16]#[C:17][CH2:18][CH:19]([CH3:20])[CH3:21])[S:13][C:12]=2[C:22]([OH:24])=[O:23])=[O:9])[CH2:6][CH2:7]1. The yield is 0.600. (5) The reactants are [NH2:1][CH2:2][CH:3]1[O:7][C:6](=[O:8])[N:5]([C:9]2[CH:14]=[CH:13][C:12]([CH:15]3[CH2:20][CH2:19][CH:18]([OH:21])[CH2:17][CH2:16]3)=[C:11]([F:22])[CH:10]=2)[CH2:4]1.C1(C(C2C=CC=CC=2)CCO[C:33](=[S:37])[CH:34]([F:36])[F:35])C=CC=CC=1.C(N(CC)CC)C. The catalyst is CO.ClCCl. The product is [F:35][CH:34]([F:36])[C:33]([NH:1][CH2:2][CH:3]1[O:7][C:6](=[O:8])[N:5]([C:9]2[CH:14]=[CH:13][C:12]([CH:15]3[CH2:20][CH2:19][CH:18]([OH:21])[CH2:17][CH2:16]3)=[C:11]([F:22])[CH:10]=2)[CH2:4]1)=[S:37]. The yield is 0.850. (6) The yield is 0.810. The catalyst is ClCCl. The product is [O:1]1[CH2:6][CH2:5][N:4]([CH2:7][CH2:8][NH:9][C:17](=[O:18])[O:19][C:20]([CH3:23])([CH3:22])[CH3:21])[CH2:3][CH2:2]1. The reactants are [O:1]1[CH2:6][CH2:5][N:4]([CH2:7][CH2:8][NH2:9])[CH2:3][CH2:2]1.C(N(CC)CC)C.[C:17](O[C:17]([O:19][C:20]([CH3:23])([CH3:22])[CH3:21])=[O:18])([O:19][C:20]([CH3:23])([CH3:22])[CH3:21])=[O:18]. (7) The reactants are [C:1]([O:5][C:6](=[O:16])[NH:7][CH2:8][C:9]1[CH:14]=[CH:13][N:12]=[C:11]([NH2:15])[CH:10]=1)([CH3:4])([CH3:3])[CH3:2].C1C(=O)N([Br:24])C(=O)C1. The catalyst is CN(C=O)C.CCOC(C)=O. The product is [C:1]([O:5][C:6](=[O:16])[NH:7][CH2:8][C:9]1[C:14]([Br:24])=[CH:13][N:12]=[C:11]([NH2:15])[CH:10]=1)([CH3:4])([CH3:2])[CH3:3]. The yield is 0.500. (8) The reactants are [NH2:1][C:2]1[CH:9]=[CH:8][CH:7]=[CH:6][C:3]=1[CH2:4]O.[BrH:10].[C:11]1([P:17]([C:24]2[CH:29]=[CH:28][CH:27]=[CH:26][CH:25]=2)[C:18]2[CH:23]=[CH:22][CH:21]=[CH:20][CH:19]=2)[CH:16]=[CH:15][CH:14]=[CH:13][CH:12]=1. The catalyst is C(#N)C. The product is [Br-:10].[C:24]1([P+:17]([C:11]2[CH:12]=[CH:13][CH:14]=[CH:15][CH:16]=2)([C:18]2[CH:23]=[CH:22][CH:21]=[CH:20][CH:19]=2)[CH2:4][C:3]2[CH:6]=[CH:7][CH:8]=[CH:9][C:2]=2[NH2:1])[CH:25]=[CH:26][CH:27]=[CH:28][CH:29]=1. The yield is 0.880. (9) The reactants are [CH:1]([O:4][C:5]([C:7]1[CH:12]=[CH:11][C:10](B(O)O)=[CH:9][CH:8]=1)=[O:6])([CH3:3])[CH3:2].C(=O)([O-])[O-].[Na+].[Na+].[NH2:22][C:23]1[C:32](Br)=[N:31][C:30]([Br:34])=[CH:29][C:24]=1[C:25]([O:27][CH3:28])=[O:26]. No catalyst specified. The product is [NH2:22][C:23]1[C:32]([C:10]2[CH:11]=[CH:12][C:7]([C:5]([O:4][CH:1]([CH3:3])[CH3:2])=[O:6])=[CH:8][CH:9]=2)=[N:31][C:30]([Br:34])=[CH:29][C:24]=1[C:25]([O:27][CH3:28])=[O:26]. The yield is 0.730. (10) The reactants are [Al+3].[Cl-].[Cl-].[Cl-].[CH3:5][O:6][C:7](=[O:11])[C:8](Cl)=[O:9].[C:12]1([O:22][CH2:23][CH2:24][N:25]2[CH2:30][CH2:29][O:28][CH2:27][CH2:26]2)[C:21]2[C:16](=[CH:17][CH:18]=[CH:19][CH:20]=2)[CH:15]=[CH:14][CH:13]=1. The catalyst is C(Cl)Cl. The product is [CH3:5][O:6][C:7](=[O:11])[C:8]([C:15]1[C:16]2[C:21](=[CH:20][CH:19]=[CH:18][CH:17]=2)[C:12]([O:22][CH2:23][CH2:24][N:25]2[CH2:30][CH2:29][O:28][CH2:27][CH2:26]2)=[CH:13][CH:14]=1)=[O:9]. The yield is 0.970.